This data is from Reaction yield outcomes from USPTO patents with 853,638 reactions. The task is: Predict the reaction yield, written as a fraction of the theoretical maximum amount of product (1.0 means a 100% yield; for example, 0.34 means a 34% yield). The yield is 0.920. The reactants are [NH2:1][C:2]1[C:3]([CH3:28])=[N:4][C:5]([O:9][CH2:10][C:11]([N:13]([CH:15]2[CH2:20][CH2:19][N:18]([CH2:21][C:22]3[CH:27]=[CH:26][CH:25]=[CH:24][CH:23]=3)[CH2:17][CH2:16]2)[CH3:14])=[O:12])=[N:6][C:7]=1[CH3:8].[CH3:29][S:30]([OH:33])(=[O:32])=[O:31]. The product is [CH3:29][S:30]([OH:33])(=[O:32])=[O:31].[NH2:1][C:2]1[C:7]([CH3:8])=[N:6][C:5]([O:9][CH2:10][C:11]([N:13]([CH:15]2[CH2:20][CH2:19][N:18]([CH2:21][C:22]3[CH:23]=[CH:24][CH:25]=[CH:26][CH:27]=3)[CH2:17][CH2:16]2)[CH3:14])=[O:12])=[N:4][C:3]=1[CH3:28]. The catalyst is CO.